This data is from M1 muscarinic receptor agonist screen with 61,833 compounds. The task is: Binary Classification. Given a drug SMILES string, predict its activity (active/inactive) in a high-throughput screening assay against a specified biological target. (1) The drug is O(C(=O)c1c(n(c2nc3c(nc12)cccc3)Cc1ccccc1)N)CC. The result is 0 (inactive). (2) The drug is O=c1n(nc(c2c1cccc2)C(=O)Nc1c(ccc(c1)C(OC)=O)C)CCC. The result is 0 (inactive). (3) The drug is s1c2nc(sc2c(c1C(OCC)=O)C)NC(=O)COc1ccccc1. The result is 0 (inactive). (4) The drug is S(c1n(c2c(n(c(=O)n(c2=O)C)C)n1)C)CC(=O)Nc1c(OC)ccc(OC)c1. The result is 0 (inactive). (5) The molecule is S(c1oc2c(n1)cccc2)CC(=O)Nc1sc(SCC=C)nn1. The result is 0 (inactive). (6) The compound is Clc1c(C2n3c4c([nH]c3=NC(=N2)N)cccc4)cccc1. The result is 0 (inactive). (7) The compound is S(c1n(c(nn1)CNC(=O)c1cc(OC)c(OC)cc1)C)CC(=O)c1ccc(OC)cc1. The result is 0 (inactive).